Regression. Given a peptide amino acid sequence and an MHC pseudo amino acid sequence, predict their binding affinity value. This is MHC class I binding data. From a dataset of Peptide-MHC class I binding affinity with 185,985 pairs from IEDB/IMGT. (1) The peptide sequence is KPFNNILDL. The MHC is HLA-B44:02 with pseudo-sequence HLA-B44:02. The binding affinity (normalized) is 0. (2) The peptide sequence is LLNETAKVIK. The MHC is HLA-A03:01 with pseudo-sequence HLA-A03:01. The binding affinity (normalized) is 0.319. (3) The peptide sequence is FYRTIARGL. The MHC is H-2-Kd with pseudo-sequence H-2-Kd. The binding affinity (normalized) is 0. (4) The peptide sequence is AFYWHFIFR. The MHC is HLA-A02:19 with pseudo-sequence HLA-A02:19. The binding affinity (normalized) is 0.0847. (5) The peptide sequence is REMHHLVEF. The MHC is BoLA-D18.4 with pseudo-sequence BoLA-D18.4. The binding affinity (normalized) is 0.286. (6) The peptide sequence is ALRSRWRAL. The MHC is HLA-A02:06 with pseudo-sequence HLA-A02:06. The binding affinity (normalized) is 0.416.